From a dataset of Drug-target binding data from BindingDB using Ki measurements. Regression. Given a target protein amino acid sequence and a drug SMILES string, predict the binding affinity score between them. We predict pKi (pKi = -log10(Ki in M); higher means stronger inhibition). Dataset: bindingdb_ki. The drug is NS(=O)(=O)c1cccc(/N=C2\C(=O)Nc3ccc(OC(F)(F)F)cc32)c1. The target protein sequence is MTKDTIFTLTGKCALDNILDANRQWAQAMHRSQPQLFPTNGQGQDPHTLFIGCSDSRYNEDCLGVLPGEIFTLKTVANICHTDDHSLLATLEFAILNLKVNRIILCGHTDCGGIKTCLLGRESIKESCPHLYEHLDDIEDLVESHESELNQLDNICSKSKLMSHRNVERQLQRLLQIPVVQDALRNSNQDHEFNIFGLVYNVDSGLVDVVREVYGNQQK. The pKi is 7.3.